From a dataset of Forward reaction prediction with 1.9M reactions from USPTO patents (1976-2016). Predict the product of the given reaction. (1) Given the reactants [Br:1][C:2]1[C:14]2[C:13]3[C:8](=[CH:9][C:10]([C:15]([OH:18])([CH3:17])[CH3:16])=[CH:11][CH:12]=3)[NH:7][C:6]=2[C:5]([C:19]([NH2:21])=[O:20])=[CH:4][CH:3]=1.[I:22]N1C(=O)CCC1=O.N1C=CC=CC=1, predict the reaction product. The product is: [Br:1][C:2]1[C:14]2[C:13]3[C:8](=[CH:9][C:10]([C:15]([OH:18])([CH3:17])[CH3:16])=[CH:11][CH:12]=3)[NH:7][C:6]=2[C:5]([C:19]([NH2:21])=[O:20])=[CH:4][C:3]=1[I:22]. (2) The product is: [Cl:1][C:2]1[CH:7]=[CH:6][CH:5]=[C:4]([Cl:8])[C:3]=1[CH2:9][S:10]([C:13]1[CH:14]=[C:15]2[C:19](=[CH:20][CH:21]=1)[NH:18][C:17](=[O:22])/[C:16]/2=[CH:23]\[C:24]1[NH:28][C:27]([CH3:29])=[C:26]([CH2:30][C:31]([NH:41][CH2:40][CH2:39][NH:38][CH2:37][C:36]([F:43])([F:42])[F:35])=[O:33])[C:25]=1[CH3:34])(=[O:11])=[O:12]. Given the reactants [Cl:1][C:2]1[CH:7]=[CH:6][CH:5]=[C:4]([Cl:8])[C:3]=1[CH2:9][S:10]([C:13]1[CH:14]=[C:15]2[C:19](=[CH:20][CH:21]=1)[NH:18][C:17](=[O:22])/[C:16]/2=[CH:23]\[C:24]1[NH:28][C:27]([CH3:29])=[C:26]([CH2:30][C:31]([OH:33])=O)[C:25]=1[CH3:34])(=[O:12])=[O:11].[F:35][C:36]([F:43])([F:42])[CH2:37][NH:38][CH2:39][CH2:40][NH2:41].C1C=CC2N(O)N=NC=2C=1.CCN=C=NCCCN(C)C, predict the reaction product.